This data is from Forward reaction prediction with 1.9M reactions from USPTO patents (1976-2016). The task is: Predict the product of the given reaction. (1) Given the reactants C(=O)([O-])[O-].[K+].[K+].F[C:8]1[CH:15]=[CH:14][C:11]([C:12]#[N:13])=[C:10]([C:16]([F:19])([F:18])[F:17])[CH:9]=1.[NH2:20][C@H:21]1[CH2:26][CH2:25][C@H:24]([OH:27])[CH2:23][CH2:22]1, predict the reaction product. The product is: [OH:27][CH:24]1[CH2:25][CH2:26][CH:21]([NH:20][C:8]2[CH:15]=[CH:14][C:11]([C:12]#[N:13])=[C:10]([C:16]([F:19])([F:18])[F:17])[CH:9]=2)[CH2:22][CH2:23]1. (2) Given the reactants [CH3:1][O:2][CH2:3][C:4]1[CH:9]=[C:8]([C:10]([O:12]C)=[O:11])[CH:7]=[CH:6][C:5]=1[C:14]1[CH:19]=[CH:18][CH:17]=[CH:16][C:15]=1[CH3:20].[OH-].[Na+].O, predict the reaction product. The product is: [CH3:1][O:2][CH2:3][C:4]1[CH:9]=[C:8]([C:10]([OH:12])=[O:11])[CH:7]=[CH:6][C:5]=1[C:14]1[CH:19]=[CH:18][CH:17]=[CH:16][C:15]=1[CH3:20].